From a dataset of Forward reaction prediction with 1.9M reactions from USPTO patents (1976-2016). Predict the product of the given reaction. (1) Given the reactants [Br:1][C:2]1[CH:7]=[C:6]([O:8][C:9]([F:12])([F:11])[F:10])[CH:5]=[C:4](I)[CH:3]=1.[CH3:14][C:15]1[N:20]=[CH:19][C:18]([CH2:21][NH2:22])=[CH:17][CH:16]=1.N12CCCN=C1CCCCC2.[O:34]1CCOC[CH2:35]1, predict the reaction product. The product is: [Br:1][C:2]1[CH:3]=[C:4]([CH:5]=[C:6]([O:8][C:9]([F:12])([F:11])[F:10])[CH:7]=1)[C:35]([NH:22][CH2:21][C:18]1[CH:19]=[N:20][C:15]([CH3:14])=[CH:16][CH:17]=1)=[O:34]. (2) Given the reactants Cl[C:2]1[C:3]([CH:8]2[CH2:11][N:10]([C:12]3[CH:21]=[CH:20][C:19]4[C:14](=[CH:15][CH:16]=[CH:17][CH:18]=4)[N:13]=3)[CH2:9]2)=[N:4][CH:5]=[CH:6][N:7]=1.[NH:22]1[CH2:27][CH2:26][CH:25]([C:28](=[O:30])[CH3:29])[CH2:24][CH2:23]1.CCN(CC)CC, predict the reaction product. The product is: [N:13]1[C:14]2[C:19](=[CH:18][CH:17]=[CH:16][CH:15]=2)[CH:20]=[CH:21][C:12]=1[N:10]1[CH2:11][CH:8]([C:3]2[C:2]([N:22]3[CH2:27][CH2:26][CH:25]([C:28](=[O:30])[CH3:29])[CH2:24][CH2:23]3)=[N:7][CH:6]=[CH:5][N:4]=2)[CH2:9]1. (3) Given the reactants [NH2:1][C:2]1[CH:3]=[CH:4][CH:5]=[C:6]2[C:11]=1[NH:10][C:9](=[O:12])[CH:8]([NH:13][C:14](=[O:34])[CH:15]([NH:20][C:21](=[O:33])[C:22]([NH:25][C:26](=[O:32])[O:27][C:28]([CH3:31])([CH3:30])[CH3:29])([CH3:24])[CH3:23])[CH2:16][CH:17]([CH3:19])[CH3:18])[CH2:7]2.Br.Br[CH2:37][C:38]1[CH:43]=[CH:42][CH:41]=[CH:40][N:39]=1.[H-].[Na+], predict the reaction product. The product is: [NH2:1][C:2]1[CH:3]=[CH:4][CH:5]=[C:6]2[C:11]=1[N:10]([CH2:37][C:38]1[CH:43]=[CH:42][CH:41]=[CH:40][N:39]=1)[C:9](=[O:12])[CH:8]([NH:13][C:14](=[O:34])[C@H:15]([NH:20][C:21](=[O:33])[C:22]([NH:25][C:26](=[O:32])[O:27][C:28]([CH3:31])([CH3:30])[CH3:29])([CH3:23])[CH3:24])[CH2:16][CH:17]([CH3:19])[CH3:18])[CH2:7]2. (4) Given the reactants [CH2:1]([O:3][C:4]([C:6]1[C:7]2[C:22](=O)[CH:21]([C:24](=O)[CH3:25])[CH2:20][CH2:19][CH2:18][C:8]=2[N:9](C(OC(C)(C)C)=O)[CH:10]=1)=[O:5])[CH3:2].C(O)(=O)C.[CH:31]([NH2:33])=[NH:32], predict the reaction product. The product is: [CH2:1]([O:3][C:4]([C:6]1[C:7]2[C:22]3[N:32]=[CH:31][N:33]=[C:24]([CH3:25])[C:21]=3[CH2:20][CH2:19][CH2:18][C:8]=2[NH:9][CH:10]=1)=[O:5])[CH3:2]. (5) Given the reactants [BH4-].[Na+].[CH3:3][O:4][C:5](=[O:17])[C:6](=[C:11]1[CH2:16][CH2:15][CH2:14][CH2:13][CH2:12]1)[C:7]([O:9][CH3:10])=[O:8].[H-], predict the reaction product. The product is: [CH3:10][O:9][C:7](=[O:8])[CH:6]([CH:11]1[CH2:12][CH2:13][CH2:14][CH2:15][CH2:16]1)[C:5]([O:4][CH3:3])=[O:17]. (6) Given the reactants [NH:1]1[CH2:5][CH2:4][C@H:3]([OH:6])[CH2:2]1.C(N(CC)CC)C.C(Cl)Cl.[C:17](Cl)(=[O:20])[CH2:18][CH3:19], predict the reaction product. The product is: [OH:6][C@H:3]1[CH2:4][CH2:5][N:1]([C:17](=[O:20])[CH2:18][CH3:19])[CH2:2]1.